From a dataset of Full USPTO retrosynthesis dataset with 1.9M reactions from patents (1976-2016). Predict the reactants needed to synthesize the given product. The reactants are: [CH2:1]([O:3][CH2:4]/[CH:5]=[CH:6]\[C@@H:7]1[CH2:16][CH2:15][C:14]2[CH:13]=[C:12]([C@H:17]3[CH2:26][CH2:25][C@@:19]4([NH:23][C:22](=[O:24])[O:21][CH2:20]4)[CH2:18]3)[CH:11]=[CH:10][C:9]=2[CH2:8]1)[CH3:2]. Given the product [CH2:1]([O:3][CH2:4][CH2:5][CH2:6][C@@H:7]1[CH2:16][CH2:15][C:14]2[CH:13]=[C:12]([C@H:17]3[CH2:26][CH2:25][C@@:19]4([NH:23][C:22](=[O:24])[O:21][CH2:20]4)[CH2:18]3)[CH:11]=[CH:10][C:9]=2[CH2:8]1)[CH3:2], predict the reactants needed to synthesize it.